Task: Predict the reaction yield, written as a fraction of the theoretical maximum amount of product (1.0 means a 100% yield; for example, 0.34 means a 34% yield).. Dataset: Reaction yield outcomes from USPTO patents with 853,638 reactions The reactants are C[O:2][C:3](=[O:21])[C:4]1[CH:9]=[CH:8][C:7]([O:10][C:11]2[CH:16]=[CH:15][CH:14]=[C:13]([C:17]([F:20])([F:19])[F:18])[CH:12]=2)=[CH:6][CH:5]=1.[OH-].[Na+]. The catalyst is O1CCCC1.CO. The product is [F:18][C:17]([F:19])([F:20])[C:13]1[CH:12]=[C:11]([CH:16]=[CH:15][CH:14]=1)[O:10][C:7]1[CH:8]=[CH:9][C:4]([C:3]([OH:21])=[O:2])=[CH:5][CH:6]=1. The yield is 0.890.